Task: Predict the reaction yield, written as a fraction of the theoretical maximum amount of product (1.0 means a 100% yield; for example, 0.34 means a 34% yield).. Dataset: Reaction yield outcomes from USPTO patents with 853,638 reactions (1) The reactants are [NH2:1][C:2]1[CH:3]=[C:4]([CH2:10][OH:11])[CH:5]=[C:6]([CH2:8][OH:9])[CH:7]=1.[CH3:12][S:13][S:14][C:15]([CH3:19])([CH3:18])[CH:16]=O.[BH4-].[Na+]. The catalyst is C(O)C. The product is [CH3:16][C:15]([S:14][S:13][CH3:12])([CH3:19])[CH2:18][NH:1][C:2]1[CH:3]=[C:4]([CH2:10][OH:11])[CH:5]=[C:6]([CH2:8][OH:9])[CH:7]=1. The yield is 0.650. (2) The reactants are C([O:4][CH2:5][C@@H:6]1[C@@H:11]([O:12]C(=O)C)[C@H:10]([O:16]C(=O)C)[C@H:9]([O:20]C(=O)C)[C@@H:8]([C:24]2[CH:33]=[CH:32][C:31]3[C:26](=[CH:27][CH:28]=C(OS(C(F)(F)F)(=O)=O)C=3)[CH:25]=2)[O:7]1)(=O)C.BrC1C=[C:45]2[C:50](=[CH:51][CH:52]=1)[CH:49]=[C:48]([C:53]1[O:54][C:55]([CH3:58])=[N:56][N:57]=1)[CH:47]=[CH:46]2. No catalyst specified. The yield is 0.280. The product is [OH:4][CH2:5][C@@H:6]1[C@@H:11]([OH:12])[C@H:10]([OH:16])[C@H:9]([OH:20])[C@@H:8]([C:24]2[CH:33]=[CH:32][CH:31]=[C:26]([C:27]3[CH:52]=[CH:51][C:50]4[C:45](=[CH:46][CH:47]=[C:48]([C:53]5[O:54][C:55]([CH3:58])=[N:56][N:57]=5)[CH:49]=4)[CH:28]=3)[CH:25]=2)[O:7]1. (3) The reactants are [Br:1][C:2]1[CH:3]=[C:4]2[C:8](=[CH:9][CH:10]=1)[NH:7][N:6]=[C:5]2[C:11]([F:14])([F:13])[F:12].[O:15]1[CH:20]=[CH:19][CH2:18][CH2:17][CH2:16]1.O.C1(C)C=CC(S(O)(=O)=O)=CC=1. The catalyst is C(Cl)Cl. The product is [Br:1][C:2]1[CH:3]=[C:4]2[C:8](=[CH:9][CH:10]=1)[N:7]([CH:16]1[CH2:17][CH2:18][CH2:19][CH2:20][O:15]1)[N:6]=[C:5]2[C:11]([F:14])([F:13])[F:12]. The yield is 0.930. (4) The reactants are OC(C(F)(F)F)=O.[CH:8]([N:11]1[C:15]([C:16]2[S:17][C:18]3[CH2:19][CH2:20][O:21][C:22]4[CH:29]=[C:28]([CH:30]5[CH2:35][CH2:34][NH:33][CH2:32][CH2:31]5)[CH:27]=[CH:26][C:23]=4[C:24]=3[N:25]=2)=[N:14][CH:13]=[N:12]1)([CH3:10])[CH3:9].C(=O)([O-])[O-].[K+].[K+].Cl[CH2:43][C:44]([N:46]([CH3:48])[CH3:47])=[O:45]. The catalyst is C1COCC1.C(Cl)Cl.O. The product is [CH:8]([N:11]1[C:15]([C:16]2[S:17][C:18]3[CH2:19][CH2:20][O:21][C:22]4[CH:29]=[C:28]([CH:30]5[CH2:35][CH2:34][N:33]([CH2:43][C:44]([N:46]([CH3:48])[CH3:47])=[O:45])[CH2:32][CH2:31]5)[CH:27]=[CH:26][C:23]=4[C:24]=3[N:25]=2)=[N:14][CH:13]=[N:12]1)([CH3:10])[CH3:9]. The yield is 0.430. (5) The reactants are Cl[C:2]1[O:3][C:4]2[CH:10]=[CH:9][CH:8]=[CH:7][C:5]=2[N:6]=1.[N:11]12[CH2:19][CH2:18][CH:15]([CH2:16][CH2:17]1)[NH:14][CH2:13][CH2:12]2.CCN(C(C)C)C(C)C. The catalyst is CO.C(Cl)(Cl)Cl.C([O-])(O)=O.[Na+]. The product is [O:3]1[C:4]2[CH:10]=[CH:9][CH:8]=[CH:7][C:5]=2[N:6]=[C:2]1[N:14]1[CH:15]2[CH2:18][CH2:19][N:11]([CH2:17][CH2:16]2)[CH2:12][CH2:13]1. The yield is 0.350. (6) The reactants are [CH3:1][C:2]1[N:6]([C:7]2[CH:12]=[CH:11][CH:10]=[CH:9][CH:8]=2)[N:5]=[C:4]([C:13]([OH:15])=O)[CH:3]=1.CN(C)C=O.C(Cl)(=O)C(Cl)=O.[NH2:27][C:28]1[CH:49]=[CH:48][C:31]([O:32][C:33]2[CH:34]=[CH:35][C:36]3[N:37]([CH:39]=[C:40]([NH:42][C:43]([CH:45]4[CH2:47][CH2:46]4)=[O:44])[N:41]=3)[N:38]=2)=[CH:30][CH:29]=1. The catalyst is CN(C)C(=O)C.O1CCCC1. The product is [CH:45]1([C:43]([NH:42][C:40]2[N:41]=[C:36]3[CH:35]=[CH:34][C:33]([O:32][C:31]4[CH:30]=[CH:29][C:28]([NH:27][C:13]([C:4]5[CH:3]=[C:2]([CH3:1])[N:6]([C:7]6[CH:8]=[CH:9][CH:10]=[CH:11][CH:12]=6)[N:5]=5)=[O:15])=[CH:49][CH:48]=4)=[N:38][N:37]3[CH:39]=2)=[O:44])[CH2:46][CH2:47]1. The yield is 0.700.